Dataset: Full USPTO retrosynthesis dataset with 1.9M reactions from patents (1976-2016). Task: Predict the reactants needed to synthesize the given product. (1) Given the product [C:28]([C:25]1[CH:26]=[CH:27][C:22]([N:19]2[C:18](=[O:34])[C:14]3([CH2:15][CH2:16][CH2:17]3)[N:13]([C:10]3[CH:9]=[CH:8][C:7]([CH2:6][CH2:5][CH2:4][C:3]([OH:35])=[O:2])=[CH:12][CH:11]=3)[C:20]2=[S:21])=[CH:23][C:24]=1[C:30]([F:31])([F:32])[F:33])#[N:29], predict the reactants needed to synthesize it. The reactants are: C[O:2][C:3](=[O:35])[CH2:4][CH2:5][CH2:6][C:7]1[CH:12]=[CH:11][C:10]([N:13]2[C:20](=[S:21])[N:19]([C:22]3[CH:27]=[CH:26][C:25]([C:28]#[N:29])=[C:24]([C:30]([F:33])([F:32])[F:31])[CH:23]=3)[C:18](=[O:34])[C:14]32[CH2:17][CH2:16][CH2:15]3)=[CH:9][CH:8]=1.[OH-].[Na+]. (2) Given the product [F:55][CH2:54][CH2:53][O:1][C:2]1[CH:3]=[CH:4][C:5]([C:8]2[CH:9]=[C:10]([CH:14]([NH:20][C:21]([C@@H:23]3[CH2:28][CH2:27][CH2:26][N:25]([C:29](=[O:45])[CH2:30][CH2:31][CH:32]4[CH2:33][CH2:34][N:35]([C:38]([O:40][C:41]([CH3:42])([CH3:44])[CH3:43])=[O:39])[CH2:36][CH2:37]4)[CH2:24]3)=[O:22])[CH2:15][C:16]([O:18][CH3:19])=[O:17])[CH:11]=[N:12][CH:13]=2)=[CH:6][CH:7]=1, predict the reactants needed to synthesize it. The reactants are: [OH:1][C:2]1[CH:7]=[CH:6][C:5]([C:8]2[CH:9]=[C:10]([CH:14]([NH:20][C:21]([C@@H:23]3[CH2:28][CH2:27][CH2:26][N:25]([C:29](=[O:45])[CH2:30][CH2:31][CH:32]4[CH2:37][CH2:36][N:35]([C:38]([O:40][C:41]([CH3:44])([CH3:43])[CH3:42])=[O:39])[CH2:34][CH2:33]4)[CH2:24]3)=[O:22])[CH2:15][C:16]([O:18][CH3:19])=[O:17])[CH:11]=[N:12][CH:13]=2)=[CH:4][CH:3]=1.C(=O)([O-])[O-].[Cs+].[Cs+].I[CH2:53][CH2:54][F:55]. (3) Given the product [C:1]([C:3]1([NH:6][C:7]([C@H:9]2[CH2:13][C@H:12]([S:14]([C:17]3[CH:22]=[CH:21][C:20]([O:34][C:31]4[CH:32]=[CH:33][C:28]([F:27])=[CH:29][CH:30]=4)=[CH:19][C:18]=3[Cl:24])(=[O:16])=[O:15])[CH2:11][C@@H:10]2[O:25][CH3:26])=[O:8])[CH2:5][CH2:4]1)#[N:2], predict the reactants needed to synthesize it. The reactants are: [C:1]([C:3]1([NH:6][C:7]([C@H:9]2[CH2:13][C@H:12]([S:14]([C:17]3[CH:22]=[CH:21][C:20](F)=[CH:19][C:18]=3[Cl:24])(=[O:16])=[O:15])[CH2:11][C@@H:10]2[O:25][CH3:26])=[O:8])[CH2:5][CH2:4]1)#[N:2].[F:27][C:28]1[CH:33]=[CH:32][C:31]([OH:34])=[CH:30][CH:29]=1.C([O-])([O-])=O.[Cs+].[Cs+].O.